From a dataset of Full USPTO retrosynthesis dataset with 1.9M reactions from patents (1976-2016). Predict the reactants needed to synthesize the given product. (1) Given the product [CH2:24]([O:1][C:2]1[CH:9]=[CH:8][C:5]([CH:6]=[O:7])=[CH:4][C:3]=1[N+:10]([O-:12])=[O:11])[CH3:25], predict the reactants needed to synthesize it. The reactants are: [OH:1][C:2]1[CH:9]=[CH:8][C:5]([CH:6]=[O:7])=[CH:4][C:3]=1[N+:10]([O-:12])=[O:11].C(=O)([O-])[O-].[K+].[K+].CN(C=O)C.[CH2:24](I)[CH3:25]. (2) Given the product [Cl:9][C:7]([O:6][C@H:3]1[CH2:4][CH2:5][O:1][CH2:2]1)=[O:8], predict the reactants needed to synthesize it. The reactants are: [O:1]1[CH2:5][CH2:4][C@H:3]([OH:6])[CH2:2]1.[C:7](Cl)([Cl:9])=[O:8].C1(C)C=CC=CC=1. (3) Given the product [ClH:1].[F:2][C:3]1[CH:18]=[CH:17][C:6]2[N:7]([CH:11]3[CH2:12][CH2:13][N:14]([CH:22]4[CH2:23][CH2:24][O:19][CH2:20][CH2:21]4)[CH2:15][CH2:16]3)[C:8](=[O:10])[O:9][C:5]=2[CH:4]=1, predict the reactants needed to synthesize it. The reactants are: [ClH:1].[F:2][C:3]1[CH:18]=[CH:17][C:6]2[N:7]([CH:11]3[CH2:16][CH2:15][NH:14][CH2:13][CH2:12]3)[C:8](=[O:10])[O:9][C:5]=2[CH:4]=1.[O:19]1[CH2:24][CH2:23][C:22](=O)[CH2:21][CH2:20]1.C([BH3-])#N.[Na+]. (4) Given the product [CH3:51][O:52][C:53](=[O:54])[C:55]1[CH:60]=[C:59]([CH3:61])[N:58]=[C:57]([NH:50][CH2:8][CH3:48])[CH:56]=1, predict the reactants needed to synthesize it. The reactants are: C([O-])([O-])=O.[Cs+].[Cs+].C[C:8]1([CH3:48])C2C(=C(P(C3C=CC=CC=3)C3C=CC=CC=3)C=CC=2)OC2C(P(C3C=CC=CC=3)C3C=CC=CC=3)=CC=CC1=2.C[NH2:50].[CH3:51][O:52][C:53]([C:55]1[CH:60]=[C:59]([CH3:61])[N:58]=[C:57](Cl)[CH:56]=1)=[O:54]. (5) The reactants are: [F:1][C:2]1[CH:3]=[CH:4][C:5]([O:47][CH3:48])=[C:6]([C:8]([CH3:46])([CH3:45])[CH2:9][C:10]([OH:44])([C:40]([F:43])([F:42])[F:41])[CH2:11][NH:12][C:13]2[CH:21]=[C:20]([CH3:22])[CH:19]=[C:18]3[C:14]=2[CH:15]=[N:16][N:17]3[C:23]2[CH:24]=[C:25]([C:29]([N:31]3[CH2:38][C@@H:37]([OH:39])[CH2:36][C@@H:32]3[C:33]([OH:35])=[O:34])=[O:30])[CH:26]=[CH:27][CH:28]=2)[CH:7]=1.FC1C=CC(OC)=C(C(C)(C)CC(O)(C)CNC2C=C(C)C=C3C=2C=NN3C2C=C(C=CC=2)C(O)=O)C=1.O[C@H]1CN[C@@H](C(O)=O)C1. Given the product [F:1][C:2]1[CH:3]=[CH:4][C:5]([O:47][CH3:48])=[C:6]([C:8]([CH3:46])([CH3:45])[CH2:9][C:10]([OH:44])([C:40]([F:41])([F:43])[F:42])[CH2:11][NH:12][C:13]2[CH:21]=[C:20]([CH3:22])[CH:19]=[C:18]3[C:14]=2[CH:15]=[N:16][N:17]3[C:23]2[CH:24]=[C:25]([C:29]([N:31]3[CH2:38][C@H:37]([OH:39])[CH2:36][C@@H:32]3[C:33]([OH:35])=[O:34])=[O:30])[CH:26]=[CH:27][CH:28]=2)[CH:7]=1, predict the reactants needed to synthesize it. (6) Given the product [Cl:1][C:2]1[CH:9]=[CH:8][C:5]([CH2:6][NH:7][C:15]([NH:14][C:17]2[CH:25]=[CH:24][CH:23]=[C:22]3[C:18]=2[CH:19]=[CH:20][NH:21]3)=[O:16])=[CH:4][C:3]=1[C:10]([F:11])([F:12])[F:13], predict the reactants needed to synthesize it. The reactants are: [Cl:1][C:2]1[CH:9]=[CH:8][C:5]([CH2:6][NH2:7])=[CH:4][C:3]=1[C:10]([F:13])([F:12])[F:11].[N:14]([C:17]1[CH:25]=[CH:24][CH:23]=[C:22]2[C:18]=1[CH:19]=[CH:20][NH:21]2)=[C:15]=[O:16].